From a dataset of Reaction yield outcomes from USPTO patents with 853,638 reactions. Predict the reaction yield, written as a fraction of the theoretical maximum amount of product (1.0 means a 100% yield; for example, 0.34 means a 34% yield). (1) The product is [F:15][C:4]1[C:3]([O:2][CH3:1])=[CH:12][CH:11]=[C:10]2[C:5]=1[CH2:6][CH2:7][CH2:8][C:9]2=[O:13]. The yield is 0.410. The reactants are [CH3:1][O:2][C:3]1[CH:4]=[C:5]2[C:10](=[CH:11][CH:12]=1)[C:9](=[O:13])[CH2:8][CH2:7][CH2:6]2.[B-](F)(F)(F)[F:15].[B-](F)(F)(F)F.C1[N+]2(CCl)CC[N+](F)(CC2)C1. The catalyst is C(#N)C. (2) The reactants are C1(P(=O)(C2C=CC=CC=2)C2C=CC=CC=2)C=CC=CC=1.FC(F)(F)S(OS(C(F)(F)F)(=O)=O)(=O)=O.[CH3:36][N:37]([S:72]([C:75]1[S:76][CH:77]=[CH:78][CH:79]=1)(=[O:74])=[O:73])[C:38]1[CH:39]=[CH:40][CH:41]=[C:42]2[C:46]=1[NH:45][C:44]([C:47]([NH:49][CH2:50][CH2:51][S:52]C(C1C=CC=CC=1)(C1C=CC=CC=1)C1C=CC=CC=1)=O)=[CH:43]2. The catalyst is ClCCl. The product is [S:52]1[CH2:51][CH2:50][N:49]=[C:47]1[C:44]1[NH:45][C:46]2[C:42]([CH:43]=1)=[CH:41][CH:40]=[CH:39][C:38]=2[N:37]([CH3:36])[S:72]([C:75]1[S:76][CH:77]=[CH:78][CH:79]=1)(=[O:73])=[O:74]. The yield is 0.780.